From a dataset of Reaction yield outcomes from USPTO patents with 853,638 reactions. Predict the reaction yield, written as a fraction of the theoretical maximum amount of product (1.0 means a 100% yield; for example, 0.34 means a 34% yield). (1) The yield is 0.330. The product is [CH2:15]([O:2][C:1]1[CH:3]=[C:4]([OH:5])[CH:6]=[CH:7][CH:8]=1)[C:16]1[CH:21]=[CH:20][CH:19]=[CH:18][CH:17]=1. The catalyst is CN(C)C=O.O. The reactants are [C:1]1([CH:8]=[CH:7][CH:6]=[C:4]([OH:5])[CH:3]=1)[OH:2].C(=O)([O-])[O-].[K+].[K+].[CH2:15](Br)[C:16]1[CH:21]=[CH:20][CH:19]=[CH:18][CH:17]=1.C(OCC)(=O)C. (2) The reactants are [CH3:1][O:2][C:3]1[N:8]=[CH:7][C:6]([N:9]2[C:13]([C:14]3[CH:19]=[CH:18][CH:17]=[CH:16][N:15]=3)=[CH:12][C:11]([C:20]([OH:22])=O)=[N:10]2)=[CH:5][CH:4]=1.[NH2:23][C:24]1[CH:29]=[CH:28][CH:27]=[CH:26][CH:25]=1. No catalyst specified. The product is [C:24]1([NH:23][C:20]([C:11]2[CH:12]=[C:13]([C:14]3[CH:19]=[CH:18][CH:17]=[CH:16][N:15]=3)[N:9]([C:6]3[CH:7]=[N:8][C:3]([O:2][CH3:1])=[CH:4][CH:5]=3)[N:10]=2)=[O:22])[CH:29]=[CH:28][CH:27]=[CH:26][CH:25]=1. The yield is 0.430. (3) The reactants are [CH3:1][O:2][C:3]1[CH:4]=[C:5]([NH:15][C:16]([NH2:18])=[S:17])[CH:6]=[CH:7][C:8]=1[N:9]1[CH:13]=[C:12]([CH3:14])[N:11]=[CH:10]1.Br[CH:20]1[CH2:25][CH2:24][CH2:23][C:22]([CH2:33][C:34]#[N:35])([C:26]2[CH:31]=[CH:30][C:29]([Cl:32])=[CH:28][CH:27]=2)[C:21]1=O. The catalyst is C(O)C. The product is [Cl:32][C:29]1[CH:28]=[CH:27][C:26]([C:22]2([CH2:33][C:34]#[N:35])[C:21]3[N:18]=[C:16]([NH:15][C:5]4[CH:6]=[CH:7][C:8]([N:9]5[CH:13]=[C:12]([CH3:14])[N:11]=[CH:10]5)=[C:3]([O:2][CH3:1])[CH:4]=4)[S:17][C:20]=3[CH2:25][CH2:24][CH2:23]2)=[CH:31][CH:30]=1. The yield is 0.990. (4) The reactants are Br[C:2]1[C:3]([F:14])=[CH:4][N:5]=[C:6]2[C:11]=1[N:10]=[C:9]([O:12][CH3:13])[CH:8]=[CH:7]2.C(=O)([O-])[O-].[K+].[K+].CO[CH2:23][CH2:24]OC. The catalyst is O. The product is [CH:23]([C:2]1[C:3]([F:14])=[CH:4][N:5]=[C:6]2[C:11]=1[N:10]=[C:9]([O:12][CH3:13])[CH:8]=[CH:7]2)=[CH2:24]. The yield is 0.900. (5) The reactants are [N:1]1([CH2:7][C:8]2[CH:22]=[CH:21][C:11]3[NH:12][C:13]([C:15]4[C:19]([NH2:20])=[CH:18][NH:17][N:16]=4)=[N:14][C:10]=3[CH:9]=2)[CH2:6][CH2:5][O:4][CH2:3][CH2:2]1.[C:23](N1C=CN=C1)(N1C=CN=C1)=[O:24]. The catalyst is C1COCC1. The product is [N:1]1([CH2:7][C:8]2[CH:9]=[C:10]3[C:11](=[CH:21][CH:22]=2)[N:12]=[C:13]2[N:14]3[C:23](=[O:24])[NH:20][C:19]3[C:15]2=[N:16][NH:17][CH:18]=3)[CH2:6][CH2:5][O:4][CH2:3][CH2:2]1. The yield is 0.670.